Dataset: Full USPTO retrosynthesis dataset with 1.9M reactions from patents (1976-2016). Task: Predict the reactants needed to synthesize the given product. (1) Given the product [OH:7][CH2:8][C:9]1[N:10]=[C:11]([C:14]2[CH:15]=[C:16]([C:31]([OH:41])([CH3:32])[CH3:36])[CH:17]=[CH:18][N:19]=2)[S:12][CH:13]=1, predict the reactants needed to synthesize it. The reactants are: C[Si](C)(C)CCOC[O:7][CH2:8][C:9]1[N:10]=[C:11]([C:14]2[N:19]=[C:18](C(O)(C)C)[CH:17]=[CH:16][CH:15]=2)[S:12][CH:13]=1.C(C1C=[C:31]([CH:36]=CN=1)[C:32](OC)=O)(=O)N.C(C1N=C(C(OC)=O)C=CC=1)(=[O:41])N. (2) Given the product [F:20][C:17]1[CH:18]=[N:19][C:12]2[N:11]([CH:21]3[CH2:22][CH2:23][S:24][CH2:25][CH2:26]3)[C:10](=[O:27])[N:9]([C@@H:6]3[CH2:7][CH2:8][C@H:3]([NH:2][C:31]([CH:28]4[CH2:30][CH2:29]4)=[O:32])[CH2:4][CH2:5]3)[C:14](=[O:15])[C:13]=2[CH:16]=1, predict the reactants needed to synthesize it. The reactants are: Cl.[NH2:2][C@@H:3]1[CH2:8][CH2:7][C@H:6]([N:9]2[C:14](=[O:15])[C:13]3[CH:16]=[C:17]([F:20])[CH:18]=[N:19][C:12]=3[N:11]([CH:21]3[CH2:26][CH2:25][S:24][CH2:23][CH2:22]3)[C:10]2=[O:27])[CH2:5][CH2:4]1.[CH:28]1([C:31](O)=[O:32])[CH2:30][CH2:29]1.CN(C(ON1N=NC2C=CC=NC1=2)=[N+](C)C)C.F[P-](F)(F)(F)(F)F.C1C=NC2N(O)N=NC=2C=1.CCN(C(C)C)C(C)C. (3) Given the product [C:1]([O:5][C:6](=[O:7])[NH:8][C@@H:9]([CH2:18][CH:19]=[CH2:20])/[C:10](/[CH3:17])=[CH:11]/[CH2:12][OH:13])([CH3:4])([CH3:3])[CH3:2], predict the reactants needed to synthesize it. The reactants are: [C:1]([O:5][C:6]([NH:8][C@@H:9]([CH2:18][CH:19]=[CH2:20])/[C:10](/[CH3:17])=[CH:11]/[C:12](OCC)=[O:13])=[O:7])([CH3:4])([CH3:3])[CH3:2].[H-].C([Al+]CC(C)C)C(C)C.CCCCCC.[C@H](O)(C([O-])=O)[C@@H](O)C([O-])=O.[Na+].[K+]. (4) Given the product [C:1]([C:5]1[N:6]=[C:7]([N:23]2[CH2:27][CH2:26][C@H:25]([O:28][C:36](=[O:37])[C:38]([F:41])([F:40])[F:39])[CH2:24]2)[C:8]2[N:13]=[N:12][NH:11][C:9]=2[N:10]=1)([CH3:3])([CH3:2])[CH3:4], predict the reactants needed to synthesize it. The reactants are: [C:1]([C:5]1[N:6]=[C:7]([N:23]2[CH2:27][CH2:26][C@H:25]([OH:28])[CH2:24]2)[C:8]2[N:13]=[N:12][N:11](CC3C=CC(OC)=CC=3)[C:9]=2[N:10]=1)([CH3:4])([CH3:3])[CH3:2].C([SiH](CC)CC)C.[C:36](O)([C:38]([F:41])([F:40])[F:39])=[O:37]. (5) Given the product [C:15]([O:14][C:12]([N:9]1[CH2:10][CH2:11][CH:6]([N:24]2[CH2:19][CH2:20][N:21]([C:25]([O:27][CH2:28][C:29]3[CH:34]=[CH:33][CH:32]=[CH:31][CH:30]=3)=[O:26])[CH2:22][CH2:23]2)[CH2:7][CH2:8]1)=[O:13])([CH3:18])([CH3:17])[CH3:16], predict the reactants needed to synthesize it. The reactants are: C([BH3-])#N.[Na+].O=[C:6]1[CH2:11][CH2:10][N:9]([C:12]([O:14][C:15]([CH3:18])([CH3:17])[CH3:16])=[O:13])[CH2:8][CH2:7]1.[CH2:19]1[NH:24][CH2:23][CH2:22][N:21]([C:25]([O:27][CH2:28][C:29]2[CH:34]=[CH:33][CH:32]=[CH:31][CH:30]=2)=[O:26])[CH2:20]1.C(O)(=O)C. (6) Given the product [CH3:22][O:21][C:19]([NH:1][CH:2]1[CH2:3][CH2:4][N:5]([C:8]([O:10][CH2:11][C:12]2[CH:17]=[CH:16][CH:15]=[CH:14][CH:13]=2)=[O:9])[CH2:6][CH2:7]1)=[O:20], predict the reactants needed to synthesize it. The reactants are: [NH2:1][CH:2]1[CH2:7][CH2:6][N:5]([C:8]([O:10][CH2:11][C:12]2[CH:17]=[CH:16][CH:15]=[CH:14][CH:13]=2)=[O:9])[CH2:4][CH2:3]1.Cl[C:19]([O:21][CH3:22])=[O:20]. (7) Given the product [Cl:3][C:4]1[CH:9]=[CH:8][C:7]([C:10]2[C:15]([C:16]([OH:18])=[O:17])=[CH:14][CH:13]=[CH:12][N:11]=2)=[CH:6][C:5]=1[C:20]([NH:22][CH2:23][C:24]12[CH2:31][CH:30]3[CH2:29][CH:28]([CH2:27][CH:26]([CH2:32]3)[CH2:25]1)[CH2:33]2)=[O:21], predict the reactants needed to synthesize it. The reactants are: [OH-].[K+].[Cl:3][C:4]1[CH:9]=[CH:8][C:7]([C:10]2[C:15]([C:16]([O:18]C)=[O:17])=[CH:14][CH:13]=[CH:12][N:11]=2)=[CH:6][C:5]=1[C:20]([NH:22][CH2:23][C:24]12[CH2:33][CH:28]3[CH2:29][CH:30]([CH2:32][CH:26]([CH2:27]3)[CH2:25]1)[CH2:31]2)=[O:21].